Dataset: Forward reaction prediction with 1.9M reactions from USPTO patents (1976-2016). Task: Predict the product of the given reaction. (1) Given the reactants [NH2:1][C:2]1[C:11]2[CH:10]=[CH:9][C:8]([F:12])=[C:7](I)[C:6]=2[N:5]=[C:4]2[CH2:14][N:15]([CH2:18][CH3:19])[C:16](=[O:17])[C:3]=12.[CH3:20][O:21][C:22]1[N:27]=[C:26]([O:28][CH3:29])[C:25](B(O)O)=[CH:24][N:23]=1, predict the reaction product. The product is: [NH2:1][C:2]1[C:11]2[CH:10]=[CH:9][C:8]([F:12])=[C:7]([C:25]3[C:26]([O:28][CH3:29])=[N:27][C:22]([O:21][CH3:20])=[N:23][CH:24]=3)[C:6]=2[N:5]=[C:4]2[CH2:14][N:15]([CH2:18][CH3:19])[C:16](=[O:17])[C:3]=12. (2) Given the reactants [C:1]([Mg]Br)([CH3:3])=[CH2:2].[CH3:6][O:7][C:8]1[CH:13]=[CH:12][CH:11]=[CH:10][C:9]=1[N+:14]([O-])=O.[NH4+].[Cl-], predict the reaction product. The product is: [CH3:6][O:7][C:8]1[CH:13]=[CH:12][CH:11]=[C:10]2[C:9]=1[NH:14][C:1]([CH3:3])=[CH:2]2. (3) Given the reactants Cl.[N+:2]([C:5]1[CH:10]=[CH:9][C:8]([N:11]2[CH2:16][CH2:15][NH:14][CH2:13][CH2:12]2)=[CH:7][CH:6]=1)([O-:4])=[O:3].[CH:17](O)=O.C=O.[OH-].[Na+], predict the reaction product. The product is: [CH3:17][N:14]1[CH2:15][CH2:16][N:11]([C:8]2[CH:7]=[CH:6][C:5]([N+:2]([O-:4])=[O:3])=[CH:10][CH:9]=2)[CH2:12][CH2:13]1. (4) Given the reactants [F:1][C:2]1[C:3]([NH:28][C:29](=[O:35])[O:30][C:31]([CH3:34])([CH3:33])[CH3:32])=[N:4][CH:5]=[C:6]([C:8]2[CH:9]=[C:10]3[C:16](I)=[CH:15][N:14]([S:18]([C:21]4[CH:27]=[CH:26][C:24]([CH3:25])=[CH:23][CH:22]=4)(=[O:20])=[O:19])[C:11]3=[N:12][CH:13]=2)[CH:7]=1.[F:36][C:37]1[CH:38]=[C:39]([CH:55]=[CH:56][CH:57]=1)[CH2:40][N:41]1[CH:45]=[C:44](B2OC(C)(C)C(C)(C)O2)[CH:43]=[N:42]1.C(=O)([O-])[O-].[Na+].[Na+], predict the reaction product. The product is: [F:1][C:2]1[C:3]([NH:28][C:29](=[O:35])[O:30][C:31]([CH3:34])([CH3:33])[CH3:32])=[N:4][CH:5]=[C:6]([C:8]2[CH:9]=[C:10]3[C:16]([C:44]4[CH:43]=[N:42][N:41]([CH2:40][C:39]5[CH:55]=[CH:56][CH:57]=[C:37]([F:36])[CH:38]=5)[CH:45]=4)=[CH:15][N:14]([S:18]([C:21]4[CH:27]=[CH:26][C:24]([CH3:25])=[CH:23][CH:22]=4)(=[O:20])=[O:19])[C:11]3=[N:12][CH:13]=2)[CH:7]=1. (5) Given the reactants [C:1]([O:4][C@H:5]([C:7]1[O:8][C:9]([C:12]2[CH:13]=[CH:14][C:15]3[O:19][CH:18]=[C:17](Br)[C:16]=3[CH:21]=2)=[N:10][N:11]=1)[CH3:6])(=[O:3])[CH3:2].[F:22][C:23]([F:35])([F:34])[O:24][C:25]1[CH:26]=[C:27](B(O)O)[CH:28]=[CH:29][CH:30]=1, predict the reaction product. The product is: [C:1]([O:4][C@H:5]([C:7]1[O:8][C:9]([C:12]2[CH:13]=[CH:14][C:15]3[O:19][CH:18]=[C:17]([C:27]4[CH:28]=[CH:29][CH:30]=[C:25]([O:24][C:23]([F:22])([F:34])[F:35])[CH:26]=4)[C:16]=3[CH:21]=2)=[N:10][N:11]=1)[CH3:6])(=[O:3])[CH3:2]. (6) Given the reactants [CH3:1][CH:2]1[CH2:7]CCC[CH2:3]1.[C:8](Cl)([C:11]1[CH:16]=[CH:15][CH:14]=[CH:13][CH:12]=1)(C)[CH3:9].CC(=C)C.C=CC1C=CC=CC=1, predict the reaction product. The product is: [CH2:9]=[CH:8][C:11]1[CH:16]=[CH:15][CH:14]=[CH:13][CH:12]=1.[CH3:3][C:2](=[CH2:1])[CH3:7]. (7) Given the reactants P(Cl)(Cl)([Cl:3])=O.[CH2:6]([N:8]([CH2:27][CH3:28])[C:9](=[O:26])[C:10]1[CH:15]=[CH:14][C:13]([O:16][CH3:17])=[CH:12][C:11]=1[C:18]1[C:23]([CH3:24])=[CH:22][CH:21]=[CH:20][N+:19]=1[O-])[CH3:7].C([O-])(=O)C.[NH4+], predict the reaction product. The product is: [Cl:3][C:20]1[N:19]=[C:18]([C:11]2[CH:12]=[C:13]([O:16][CH3:17])[CH:14]=[CH:15][C:10]=2[C:9]([N:8]([CH2:27][CH3:28])[CH2:6][CH3:7])=[O:26])[C:23]([CH3:24])=[CH:22][CH:21]=1.